This data is from Forward reaction prediction with 1.9M reactions from USPTO patents (1976-2016). The task is: Predict the product of the given reaction. (1) Given the reactants [F:1][C:2]1[CH:18]=[C:17]([C:19]([F:25])([F:24])[C:20]([F:23])([F:22])[F:21])[CH:16]=[CH:15][C:3]=1[C:4]([NH:6][C:7]1[CH:12]=[CH:11][N:10]=[C:9]([O:13]C)[CH:8]=1)=[O:5], predict the reaction product. The product is: [F:1][C:2]1[CH:18]=[C:17]([C:19]([F:25])([F:24])[C:20]([F:21])([F:23])[F:22])[CH:16]=[CH:15][C:3]=1[C:4]([NH:6][C:7]1[CH:12]=[CH:11][NH:10][C:9](=[O:13])[CH:8]=1)=[O:5]. (2) Given the reactants [C:1]1([CH3:26])[CH:6]=[CH:5][C:4]([N:7]2[CH:11]=[CH:10][C:9]([C:12]3[CH:25]=[CH:24][C:15]([O:16][C:17]4[CH:22]=[CH:21][C:20]([OH:23])=[CH:19][CH:18]=4)=[CH:14][CH:13]=3)=[N:8]2)=[CH:3][CH:2]=1.Br[C:28]1([CH2:37][CH2:38][O:39][CH2:40]C)[C:33](=[O:34])[NH:32][C:31](=[O:35])[NH:30][C:29]1=[O:36], predict the reaction product. The product is: [CH3:40][O:39][CH2:38][CH2:37][C:28]1([O:23][C:20]2[CH:21]=[CH:22][C:17]([O:16][C:15]3[CH:24]=[CH:25][C:12]([C:9]4[CH:10]=[CH:11][N:7]([C:4]5[CH:3]=[CH:2][C:1]([CH3:26])=[CH:6][CH:5]=5)[N:8]=4)=[CH:13][CH:14]=3)=[CH:18][CH:19]=2)[C:29](=[O:36])[NH:30][C:31](=[O:35])[NH:32][C:33]1=[O:34]. (3) Given the reactants [Br:1][C:2]1[CH:3]=[C:4]([N+:9]([O-:11])=[O:10])[C:5](O)=[N:6][CH:7]=1.S(Cl)([Cl:14])=O, predict the reaction product. The product is: [Br:1][C:2]1[CH:3]=[C:4]([N+:9]([O-:11])=[O:10])[C:5]([Cl:14])=[N:6][CH:7]=1. (4) The product is: [Cl:25][C:20]1[CH:19]=[C:18]([S:15]([CH2:13][CH3:14])(=[O:17])=[O:16])[CH:23]=[CH:22][C:21]=1[O:12][C:3]1[CH:4]=[C:5]([CH2:8][C:9]([OH:11])=[O:10])[CH:6]=[CH:7][C:2]=1[F:1]. Given the reactants [F:1][C:2]1[CH:7]=[CH:6][C:5]([CH2:8][C:9]([OH:11])=[O:10])=[CH:4][C:3]=1[OH:12].[CH2:13]([S:15]([C:18]1[CH:23]=[CH:22][C:21](F)=[C:20]([Cl:25])[CH:19]=1)(=[O:17])=[O:16])[CH3:14], predict the reaction product. (5) The product is: [S:40]([C:37]1[CH:38]=[CH:39][C:12]([CH2:11][CH2:10][NH:13][C:14]([C:16]2[S:17][CH:18]=[CH:19][C:20]=2[NH:21][C:22]2[CH:27]=[CH:26][N:25]=[C:24]3[NH:28][CH:29]=[CH:30][C:23]=23)=[O:15])=[CH:35][CH:36]=1)(=[O:42])(=[O:41])[NH2:43]. Given the reactants C(OC(N1[CH2:12][CH2:11][CH:10]([NH:13][C:14]([C:16]2[S:17][CH:18]=[CH:19][C:20]=2[NH:21][C:22]2[CH:27]=[CH:26][N:25]=[C:24]3[NH:28][CH:29]=[CH:30][C:23]=23)=[O:15])C1)=O)(C)(C)C.NCCC1[CH:39]=[CH:38][C:37]([S:40]([NH2:43])(=[O:42])=[O:41])=[CH:36][CH:35]=1, predict the reaction product. (6) Given the reactants C(OC([N:8]1[C:16]2[C:11](=[CH:12][C:13]([F:17])=[CH:14][CH:15]=2)[CH:10]=[C:9]1[C:18]1[N:23]=[C:22]([NH:24][C:25]2[CH:33]=[CH:32][C:28]([C:29](O)=[O:30])=[CH:27][C:26]=2[O:34][CH3:35])[CH:21]=[N:20][CH:19]=1)=O)(C)(C)C.[NH:36]1[CH2:39][CH:38]([NH:40][C:41](=[O:47])[O:42][C:43]([CH3:46])([CH3:45])[CH3:44])[CH2:37]1.CN(C(ON1N=NC2C=CC=CC1=2)=[N+](C)C)C.[B-](F)(F)(F)F, predict the reaction product. The product is: [F:17][C:13]1[CH:12]=[C:11]2[C:16](=[CH:15][CH:14]=1)[NH:8][C:9]([C:18]1[N:23]=[C:22]([NH:24][C:25]3[CH:33]=[CH:32][C:28]([C:29]([N:36]4[CH2:39][CH:38]([NH:40][C:41](=[O:47])[O:42][C:43]([CH3:45])([CH3:44])[CH3:46])[CH2:37]4)=[O:30])=[CH:27][C:26]=3[O:34][CH3:35])[CH:21]=[N:20][CH:19]=1)=[CH:10]2. (7) Given the reactants O=[C:2]1[C@@H:7]2[CH2:8][C@@H:4]([CH2:5][N:6]2[C:9]2[CH:16]=[CH:15][C:12]([C:13]#[N:14])=[CH:11][CH:10]=2)[CH2:3]1.[NH2:17][C@@H:18]1[CH2:23][CH2:22][CH2:21][CH2:20][C@H:19]1[NH:24][C:25](=[O:31])[O:26][C:27]([CH3:30])([CH3:29])[CH3:28].[O-]S([O-])(=O)=O.[Na+].[Na+].C(O[BH-](OC(=O)C)OC(=O)C)(=O)C.[Na+], predict the reaction product. The product is: [C:13]([C:12]1[CH:15]=[CH:16][C:9]([N:6]2[CH2:5][C@H:4]3[CH2:8][C@@H:7]2[C@@H:2]([NH:17][C@@H:18]2[CH2:23][CH2:22][CH2:21][CH2:20][C@H:19]2[NH:24][C:25](=[O:31])[O:26][C:27]([CH3:29])([CH3:28])[CH3:30])[CH2:3]3)=[CH:10][CH:11]=1)#[N:14].